This data is from Reaction yield outcomes from USPTO patents with 853,638 reactions. The task is: Predict the reaction yield, written as a fraction of the theoretical maximum amount of product (1.0 means a 100% yield; for example, 0.34 means a 34% yield). (1) The reactants are C([O:3][C:4](=[O:22])[CH2:5][NH:6][C:7]([C:9]1[C:10](=[O:21])[S:11][C:12]2[C:17]([C:18]=1[OH:19])=[CH:16][CH:15]=[C:14]([F:20])[CH:13]=2)=[O:8])C.[OH-].[Na+]. The catalyst is O1CCCC1.CO. The product is [F:20][C:14]1[CH:13]=[C:12]2[C:17]([C:18]([OH:19])=[C:9]([C:7]([NH:6][CH2:5][C:4]([OH:22])=[O:3])=[O:8])[C:10](=[O:21])[S:11]2)=[CH:16][CH:15]=1. The yield is 0.750. (2) The yield is 0.650. The product is [F:29][C:26]1[CH:27]=[C:28]2[C:23](=[CH:24][CH:25]=1)[NH:22][C:18]1[C:19]([O:21][CH2:42][CH2:41][N:40]([CH3:44])[CH3:39])=[C:20]3[NH:8][C:9]4[CH:10]=[CH:11][C:12]([F:37])=[CH:13][C:14]=4[C:15]3=[CH:16][C:17]2=1. The catalyst is CC(C)=O. The reactants are C([N:8]1[C:20]2[C:19]([OH:21])=[C:18]3[N:22](C(OC(C)(C)C)=O)[C:23]4[CH:24]=[CH:25][C:26]([F:29])=[CH:27][C:28]=4[C:17]3=[CH:16][C:15]=2[C:14]2[C:9]1=[CH:10][CH:11]=[C:12]([F:37])[CH:13]=2)(OC(C)(C)C)=O.Cl.[CH3:39][N:40]([CH3:44])[CH2:41][CH2:42]Cl.C([O-])([O-])=O.[K+].[K+].FC(F)(F)C(O)=O.